From a dataset of Drug-target binding data from BindingDB using Ki measurements. Regression. Given a target protein amino acid sequence and a drug SMILES string, predict the binding affinity score between them. We predict pKi (pKi = -log10(Ki in M); higher means stronger inhibition). Dataset: bindingdb_ki. (1) The drug is CC(C)(C)NC(=O)[C@@H]1CN(Cc2cccnc2)CCN1C[C@@H](O)C[C@@H](Cc1ccccc1)C(=O)N[C@H]1c2ccccc2C[C@H]1O. The target protein sequence is PQITLWKRPLVTIKIGGQLKEALLDTGADDTVIEEMSLPGRWKPKMIGGVGGFIKVRQYDQIIIEIAGHKAIGTVLVGPTPVNIIGRNLLTQIGATLNF. The pKi is 8.0. (2) The pKi is 3.0. The small molecule is N[C@@H](CC12CC(CP(=O)(O)O)(C1)C2)C(=O)O. The target protein (Q14833) has sequence MPGKRGLGWWWARLPLCLLLSLYGPWMPSSLGKPKGHPHMNSIRIDGDITLGGLFPVHGRGSEGKPCGELKKEKGIHRLEAMLFALDRINNDPDLLPNITLGARILDTCSRDTHALEQSLTFVQALIEKDGTEVRCGSGGPPIITKPERVVGVIGASGSSVSIMVANILRLFKIPQISYASTAPDLSDNSRYDFFSRVVPSDTYQAQAMVDIVRALKWNYVSTVASEGSYGESGVEAFIQKSREDGGVCIAQSVKIPREPKAGEFDKIIRRLLETSNARAVIIFANEDDIRRVLEAARRANQTGHFFWMGSDSWGSKIAPVLHLEEVAEGAVTILPKRMSVRGFDRYFSSRTLDNNRRNIWFAEFWEDNFHCKLSRHALKKGSHVKKCTNRERIGQDSAYEQEGKVQFVIDAVYAMGHALHAMHRDLCPGRVGLCPRMDPVDGTQLLKYIRNVNFSGIAGNPVTFNENGDAPGRYDIYQYQLRNDSAEYKVIGSWTDHLH.... (3) The compound is C=CC(C)C(NC(=O)C(Cc1c[nH]c2ccccc12)NC(=O)C1CCCN1C(=O)C(N)Cc1cnc[nH]1)C(=O)N1CCCCC1(C=O)C(=O)N1CCCCC1. The target protein (P56494) has sequence MEGELAANWSTEAVNSSAAPPGAEGNCTAGPPRRNEALARVEVAVLCLILFLALSGNACVLLALRTTRHKHSRLFFFMKHLSIADLVVAVFQVLPQLLWDITFRFYGPDLLCRLVKYLQVVGMFASTYLLLLMSLDRCLAICQPLRSLRRRTDRLAVLATWLGCLVASAPQVHIFSLREVADGVFDCWAVFIQPWGPKAYITWITLAVYIVPVIVLAACYGLISFKIWQNLRLKTAAAAAAEAPEGAAAGDGGRMALARVSSVKLISKAKIRTVKMTFIIVLAFIVCWTPFFFVQMWSVWDANAPKEASAFIIVMLLASLNSCCNPWIYMLFTGHLFHELVQRFLCCSASYLKGNRLGETSTSKKSNSSSFVLSHRSSSQRSCSQPSTA. The pKi is 7.8. (4) The small molecule is C[C@H](CCC(=O)O)[C@H]1CC[C@H]2[C@H]3[C@H](C[C@H](O)[C@@]21C)[C@@]1(C)CC[C@@H](O)C[C@H]1C[C@H]3O. The target protein sequence is MSTEKKKEPCCSKLKMFLAAMCFVFFAKAFQGSYMKSSVTQIERRFDVPSSLIGFIDGSFEIGNLFVIAFVSYFGAKLHRPRLIAAGCLVMSAGSFITAMPHFFQGQYKYESTISHFSASVNGTENVLPCLTNASLAQDSEIPTVESQAECEKASSSSLWLFVFLGNMLRGIGETPVMPLGLSYLDDFSREENTAFYLALIQTVGIMGPMFGFMLGSFCAKLYVDIGTVDLDSITINYKDSRWVGAWWLGFLVTGGVMLLAGIPFWFLPKSLTRQGEPESEKKPGAPEGGEQERFIPDNNKHNPPASKPAPVTMSALAKDFLPSLKKLFSNTIYVLLVCTGLIQVSGFIGMITFKPKFMEQVYGQSASRAIFLIGIMNLPAVALGIVTGGFIMKRFKVNVLGAAKICIVASVLAFCSMLIQYFLQCDNSQVAGLTVTYQGAPEVSYQTETLISQCNIGCSCSLKHWDPICASNGVTYTSPCLAGCQTSTGIGKEMVFHNC.... The pKi is 3.9.